The task is: Predict the product of the given reaction.. This data is from Forward reaction prediction with 1.9M reactions from USPTO patents (1976-2016). Given the reactants [CH2:1]([N:8]1[N:12]=[C:11]([C:13]2[C:17]3[CH:18]=[N:19][C:20](Br)=[CH:21][C:16]=3[N:15]([CH:23]([CH3:25])[CH3:24])[CH:14]=2)[CH:10]=[N:9]1)[C:2]1[CH:7]=[CH:6][CH:5]=[CH:4][CH:3]=1.[CH:26]1([S:29]([N:32]2[CH:36]=[C:35]([C:37]3[N:42]=[C:41]([NH2:43])[CH:40]=[CH:39][N:38]=3)[CH:34]=[N:33]2)(=[O:31])=[O:30])[CH2:28][CH2:27]1.CC1(C)C2C=CC=C(P(C3C=CC=CC=3)C3C=CC=CC=3)C=2OC2C1=CC=CC=2P(C1C=CC=CC=1)C1C=CC=CC=1.C(=O)([O-])[O-].[Cs+].[Cs+], predict the reaction product. The product is: [CH2:1]([N:8]1[N:12]=[C:11]([C:13]2[C:17]3[CH:18]=[N:19][C:20]([NH:43][C:41]4[CH:40]=[CH:39][N:38]=[C:37]([C:35]5[CH:34]=[N:33][N:32]([S:29]([CH:26]6[CH2:28][CH2:27]6)(=[O:31])=[O:30])[CH:36]=5)[N:42]=4)=[CH:21][C:16]=3[N:15]([CH:23]([CH3:25])[CH3:24])[CH:14]=2)[CH:10]=[N:9]1)[C:2]1[CH:7]=[CH:6][CH:5]=[CH:4][CH:3]=1.